From a dataset of Full USPTO retrosynthesis dataset with 1.9M reactions from patents (1976-2016). Predict the reactants needed to synthesize the given product. (1) Given the product [Cl:9][C:10]1[CH:19]=[CH:18][C:13]([C:14]([O:16][CH3:17])=[O:15])=[C:12]([NH:20][C:6]2[CH2:5][CH2:4][C:3](=[O:8])[C:2]=2[CH3:1])[CH:11]=1.[CH3:13][CH2:14][O:15][C:6]([CH3:2])=[O:7], predict the reactants needed to synthesize it. The reactants are: [CH3:1][CH:2]1[C:6](=[O:7])[CH2:5][CH2:4][C:3]1=[O:8].[Cl:9][C:10]1[CH:11]=[C:12]([NH2:20])[C:13](=[CH:18][CH:19]=1)[C:14]([O:16][CH3:17])=[O:15]. (2) Given the product [Cl:1][C:2]1[CH:7]=[CH:6][CH:5]=[C:4]([Cl:8])[C:3]=1[CH2:9][C:10]([NH:20][C:19]1[C:14]([Cl:13])=[N:15][CH:16]=[N:17][C:18]=1[Cl:21])=[O:11], predict the reactants needed to synthesize it. The reactants are: [Cl:1][C:2]1[CH:7]=[CH:6][CH:5]=[C:4]([Cl:8])[C:3]=1[CH2:9][C:10](Cl)=[O:11].[Cl:13][C:14]1[C:19]([NH2:20])=[C:18]([Cl:21])[N:17]=[CH:16][N:15]=1. (3) Given the product [Cl:1][C:2]1[CH:3]=[C:4]([C:9]2([C:26]([F:29])([F:28])[F:27])[O:30][N:33]=[C:11]([C:13]3[CH:14]=[CH:15][C:16]([N:21]4[CH:25]=[N:24][CH:23]=[N:22]4)=[C:17]([CH:20]=3)[C:18]#[N:19])[CH2:10]2)[CH:5]=[C:6]([Cl:8])[CH:7]=1, predict the reactants needed to synthesize it. The reactants are: [Cl:1][C:2]1[CH:3]=[C:4]([C:9]([C:26]([F:29])([F:28])[F:27])=[CH:10][C:11]([C:13]2[CH:14]=[CH:15][C:16]([N:21]3[CH:25]=[N:24][CH:23]=[N:22]3)=[C:17]([CH:20]=2)[C:18]#[N:19])=O)[CH:5]=[C:6]([Cl:8])[CH:7]=1.[OH-:30].[Na+].Cl.[NH2:33]O.Cl. (4) Given the product [P:26]([OH:30])([OH:29])([OH:28])=[O:27].[CH3:1][N:2]([C:20]1[CH:25]=[CH:24][CH:23]=[CH:22][N:21]=1)[CH2:3][CH2:4][O:5][C:6]1[CH:7]=[CH:8][C:9]([CH2:12][CH:13]2[S:17][C:16](=[O:18])[NH:15][C:14]2=[O:19])=[CH:10][CH:11]=1, predict the reactants needed to synthesize it. The reactants are: [CH3:1][N:2]([C:20]1[CH:25]=[CH:24][CH:23]=[CH:22][N:21]=1)[CH2:3][CH2:4][O:5][C:6]1[CH:11]=[CH:10][C:9]([CH2:12][CH:13]2[S:17][C:16](=[O:18])[NH:15][C:14]2=[O:19])=[CH:8][CH:7]=1.[P:26]([O-:30])([O-:29])([O-:28])=[O:27]. (5) Given the product [CH2:35]([N:25]1[C:24](=[O:27])[C:23]([N:28]2[CH2:33][CH2:32][O:31][CH2:30][CH2:29]2)=[N:22][C:21]([C:3]2[CH:4]=[C:5]([NH:8][C:9](=[O:20])[C:10]3[CH:15]=[CH:14][CH:13]=[C:12]([C:16]([F:17])([F:19])[F:18])[CH:11]=3)[CH:6]=[CH:7][C:2]=2[CH3:1])=[CH:26]1)[CH3:36], predict the reactants needed to synthesize it. The reactants are: [CH3:1][C:2]1[CH:7]=[CH:6][C:5]([NH:8][C:9](=[O:20])[C:10]2[CH:15]=[CH:14][CH:13]=[C:12]([C:16]([F:19])([F:18])[F:17])[CH:11]=2)=[CH:4][C:3]=1[C:21]1[N:22]=[C:23]([N:28]2[CH2:33][CH2:32][O:31][CH2:30][CH2:29]2)[C:24](=[O:27])[NH:25][CH:26]=1.I[CH2:35][CH3:36].C(=O)([O-])[O-].[K+].[K+]. (6) Given the product [CH2:1]([O:3][C:4](=[O:14])[C:5]1[CH:10]=[CH:9][C:8]([NH:11][CH:25]=[C:20]2[C:21](=[O:22])[O:23][C:16]([CH3:24])([CH3:15])[O:17][C:18]2=[O:19])=[CH:7][C:6]=1[O:12][CH3:13])[CH3:2], predict the reactants needed to synthesize it. The reactants are: [CH2:1]([O:3][C:4](=[O:14])[C:5]1[CH:10]=[CH:9][C:8]([NH2:11])=[CH:7][C:6]=1[O:12][CH3:13])[CH3:2].[CH3:15][C:16]1([CH3:24])[O:23][C:21](=[O:22])[CH2:20][C:18](=[O:19])[O:17]1.[CH:25]([O-])([O-])OCC. (7) Given the product [OH:8][C@H:9](/[C:17](/[CH3:25])=[CH:18]/[C:19]1[N:20]=[C:21]([CH3:24])[S:22][CH:23]=1)[C@H:10]([CH3:16])/[CH:11]=[C:12](/[CH3:15])\[CH:13]=[CH2:14], predict the reactants needed to synthesize it. The reactants are: [Si]([O:8][C@H:9](/[C:17](/[CH3:25])=[CH:18]/[C:19]1[N:20]=[C:21]([CH3:24])[S:22][CH:23]=1)[C@H:10]([CH3:16])/[CH:11]=[C:12](/[CH3:15])\[CH:13]=[CH2:14])(C(C)(C)C)(C)C.F.